Dataset: Full USPTO retrosynthesis dataset with 1.9M reactions from patents (1976-2016). Task: Predict the reactants needed to synthesize the given product. (1) Given the product [CH2:13]([N:3]([CH2:1][CH3:2])[C:4](=[O:12])[C:5]1[C:10]([Si:17]([CH2:16][Cl:15])([CH3:19])[CH3:18])=[CH:9][CH:8]=[CH:7][C:6]=1[Cl:11])[CH3:14], predict the reactants needed to synthesize it. The reactants are: [CH2:1]([N:3]([CH2:13][CH3:14])[C:4](=[O:12])[C:5]1[CH:10]=[CH:9][CH:8]=[CH:7][C:6]=1[Cl:11])[CH3:2].[Cl:15][CH2:16][Si:17](Cl)([CH3:19])[CH3:18]. (2) Given the product [C:56]([NH:60][CH2:61][CH2:62][NH:63][C:17]([C:13]1[N:8]2[CH:9]=[C:10]([CH3:12])[CH:11]=[C:6]([O:5][CH2:4][C:3]3[C:20]([F:24])=[CH:21][CH:22]=[CH:23][C:2]=3[F:1])[C:7]2=[N:15][C:14]=1[CH3:16])=[O:18])([CH3:59])([CH3:58])[CH3:57], predict the reactants needed to synthesize it. The reactants are: [F:1][C:2]1[CH:23]=[CH:22][CH:21]=[C:20]([F:24])[C:3]=1[CH2:4][O:5][C:6]1[C:7]2[N:8]([C:13]([C:17](O)=[O:18])=[C:14]([CH3:16])[N:15]=2)[CH:9]=[C:10]([CH3:12])[CH:11]=1.CN(C(ON1N=NC2C=CC=CC1=2)=[N+](C)C)C.[B-](F)(F)(F)F.CN1CCOCC1.Cl.Cl.[C:56]([NH:60][CH2:61][CH2:62][NH2:63])([CH3:59])([CH3:58])[CH3:57]. (3) The reactants are: [CH3:1][CH2:2][O:3][C:4]([CH:6](P(OCC)(OCC)=O)[F:7])=[O:5].[H-].[Na+].[CH3:18][C:19]([CH3:21])=O. Given the product [CH2:2]([O:3][C:4](=[O:5])[C:6]([F:7])=[C:19]([CH3:21])[CH3:18])[CH3:1], predict the reactants needed to synthesize it. (4) Given the product [OH:21][C:3]1[C:4]([C:12]([NH:14][CH2:15][C:16]([OH:18])=[O:17])=[O:13])=[C:5]2[C:10](=[CH:11][C:2]=1[C:26]1[CH:25]=[N:24][N:23]([CH3:22])[CH:27]=1)[N:9]=[CH:8][CH:7]=[N:6]2, predict the reactants needed to synthesize it. The reactants are: Br[C:2]1[CH:11]=[C:10]2[C:5]([N:6]=[CH:7][CH:8]=[N:9]2)=[C:4]([C:12]([NH:14][CH2:15][C:16]([O:18]CC)=[O:17])=[O:13])[C:3]=1[OH:21].[CH3:22][N:23]1[CH:27]=[C:26](B2OC(C)(C)C(C)(C)O2)[CH:25]=[N:24]1.C(=O)([O-])[O-].[K+].[K+]. (5) Given the product [CH3:21][O:20][C:18]([C:17]1[CH:22]=[CH:23][CH:24]=[CH:25][C:16]=1[S:13]([NH:6][C:11]1[CH:10]=[CH:9][C:8]2[CH2:25][CH2:24][CH2:23][CH2:22][C:7]=2[C:17]=1[C:18]([O:20][CH3:21])=[O:19])(=[O:15])=[O:14])=[O:19], predict the reactants needed to synthesize it. The reactants are: Cl[Si](C)(C)C.[N:6]1[CH:11]=[CH:10][CH:9]=[CH:8][CH:7]=1.Cl[S:13]([C:16]1[CH:25]=[CH:24][CH:23]=[CH:22][C:17]=1[C:18]([O:20][CH3:21])=[O:19])(=[O:15])=[O:14].Cl. (6) Given the product [CH2:24]([N:31]1[C:35](=[O:36])[C:34](=[C:37]2[N:41]([CH3:42])[C:40]3[CH:43]=[CH:44][CH:45]=[CH:46][C:39]=3[S:38]2)[S:33][C:32]1=[N:10][C:5]1[CH:6]=[N:7][CH:8]=[CH:9][C:4]=1[NH:3][CH2:1][CH3:2])[C:25]1[CH:26]=[CH:27][CH:28]=[CH:29][CH:30]=1, predict the reactants needed to synthesize it. The reactants are: [CH2:1]([NH:3][C:4]1[CH:9]=[CH:8][N:7]=[CH:6][C:5]=1[N+:10]([O-])=O)[CH3:2].C1(C)C=CC(S([O-])(=O)=O)=CC=1.[CH2:24]([N:31]1[C:35](=[O:36])[C:34](=[C:37]2[N:41]([CH3:42])[C:40]3[CH:43]=[CH:44][CH:45]=[CH:46][C:39]=3[S:38]2)[S:33][CH2+:32]1SC)[C:25]1[CH:30]=[CH:29][CH:28]=[CH:27][CH:26]=1.